From a dataset of Reaction yield outcomes from USPTO patents with 853,638 reactions. Predict the reaction yield, written as a fraction of the theoretical maximum amount of product (1.0 means a 100% yield; for example, 0.34 means a 34% yield). (1) The reactants are [CH2:1]([O:3][C:4](=[O:27])[C:5]([O:8][C:9]1[CH:14]=[C:13]([O:15]CC2C=CC=CC=2)[CH:12]=[CH:11][C:10]=1[CH:23]=[CH:24][CH2:25][CH3:26])([CH3:7])[CH3:6])[CH3:2].[H][H]. The catalyst is C(O)C.[Pd]. The product is [CH2:1]([O:3][C:4](=[O:27])[C:5]([O:8][C:9]1[CH:14]=[C:13]([OH:15])[CH:12]=[CH:11][C:10]=1[CH2:23][CH2:24][CH2:25][CH3:26])([CH3:6])[CH3:7])[CH3:2]. The yield is 0.900. (2) The reactants are [Br:1][C:2]1[CH:7]=[CH:6][C:5]([OH:8])=[CH:4][CH:3]=1.[C:9](Cl)(=[O:18])[CH:10]=[CH:11][C:12]1[CH:17]=[CH:16][CH:15]=[CH:14][CH:13]=1.C(N(CC)CC)C. The catalyst is ClCCl. The product is [Br:1][C:2]1[CH:7]=[CH:6][C:5]([O:8][C:9](=[O:18])[CH:10]=[CH:11][C:12]2[CH:17]=[CH:16][CH:15]=[CH:14][CH:13]=2)=[CH:4][CH:3]=1. The yield is 0.998. (3) The reactants are [F:1][C:2]1[CH:3]=[CH:4][C:5]([NH:8][NH2:9])=[N:6][CH:7]=1.[C:10]([O:14][C:15]([N:17]1[CH2:22][CH2:21][O:20][CH2:19][C@@H:18]1[C:23](O)=[O:24])=[O:16])([CH3:13])([CH3:12])[CH3:11].C(Cl)CCl.C1C=CC2N(O)N=NC=2C=1.O. The catalyst is C(Cl)Cl. The product is [C:10]([O:14][C:15]([N:17]1[CH2:22][CH2:21][O:20][CH2:19][C@@H:18]1[C:23]([NH:9][NH:8][C:5]1[CH:4]=[CH:3][C:2]([F:1])=[CH:7][N:6]=1)=[O:24])=[O:16])([CH3:13])([CH3:12])[CH3:11]. The yield is 0.980. (4) The reactants are [CH:1]1([NH:4][C:5]([NH:7][C:8]2[CH:13]=[CH:12][C:11]([C:14]3[N:15]=[C:16]([N:24]4[CH2:29][CH2:28][O:27][CH2:26][C@@H:25]4[CH3:30])[C:17]4[CH2:23][CH2:22][NH:21][CH2:20][C:18]=4[N:19]=3)=[C:10]([F:31])[CH:9]=2)=[O:6])[CH2:3][CH2:2]1.CCN(CC)CC.[CH3:39][N:40]([CH3:44])[C:41](Cl)=[O:42]. The catalyst is CN(C=O)C. The product is [CH:1]1([NH:4][C:5](=[O:6])[NH:7][C:8]2[CH:13]=[CH:12][C:11]([C:14]3[N:15]=[C:16]([N:24]4[CH2:29][CH2:28][O:27][CH2:26][C@@H:25]4[CH3:30])[C:17]4[CH2:23][CH2:22][N:21]([C:41]([N:40]([CH3:44])[CH3:39])=[O:42])[CH2:20][C:18]=4[N:19]=3)=[C:10]([F:31])[CH:9]=2)[CH2:2][CH2:3]1. The yield is 0.370. (5) The reactants are C([O-])([O-])=O.[K+].[K+].Br.[CH3:8][C:9]1[S:13][C:12]2=[N:14][C:15]([CH2:17][C:18]([O:20][CH2:21][CH3:22])=[O:19])=[CH:16][N:11]2[CH:10]=1. The catalyst is O. The product is [CH3:8][C:9]1[S:13][C:12]2=[N:14][C:15]([CH2:17][C:18]([O:20][CH2:21][CH3:22])=[O:19])=[CH:16][N:11]2[CH:10]=1. The yield is 0.840. (6) The reactants are C(N(CC)CC)C.[CH:8]([C:10]1[C:18]2[C:13](=[CH:14][CH:15]=[CH:16][CH:17]=2)[N:12](C(OC(C)(C)C)=O)[CH:11]=1)=[O:9].[CH3:26][O:27][C:28]1[CH:29]=[C:30]([CH2:44][OH:45])[CH:31]=[C:32]([N:34]=[CH:35][C:36]2[CH:41]=[N:40][C:39]([O:42][CH3:43])=[CH:38][N:37]=2)[CH:33]=1. The catalyst is [Cl-].C([N+]1C(C)=C(CCO)SC=1)C1C=CC=CC=1.C(O)C. The product is [OH:45][CH2:44][C:30]1[CH:31]=[C:32]([NH:34][CH:35]([C:36]2[CH:41]=[N:40][C:39]([O:42][CH3:43])=[CH:38][N:37]=2)[C:8]([C:10]2[C:18]3[C:13](=[CH:14][CH:15]=[CH:16][CH:17]=3)[NH:12][CH:11]=2)=[O:9])[CH:33]=[C:28]([O:27][CH3:26])[CH:29]=1. The yield is 0.210.